This data is from Reaction yield outcomes from USPTO patents with 853,638 reactions. The task is: Predict the reaction yield, written as a fraction of the theoretical maximum amount of product (1.0 means a 100% yield; for example, 0.34 means a 34% yield). (1) The reactants are [CH3:1][S:2][C:3]1[CH:8]=[CH:7][C:6]([N:9]2[CH2:14][CH2:13][N:12]([C:15]3[C:16]([CH3:28])=[C:17]([CH3:27])[C:18]4[O:22][C:21]([CH3:24])([CH3:23])[CH2:20][C:19]=4[C:25]=3[CH3:26])[CH2:11][CH2:10]2)=[CH:5][CH:4]=1.ClC1C=CC=C(C(OO)=[O:37])C=1.C(=O)([O-])O.[Na+]. The catalyst is C1COCC1.C(OCC)(=O)C. The product is [CH3:1][S:2]([C:3]1[CH:4]=[CH:5][C:6]([N:9]2[CH2:14][CH2:13][N:12]([C:15]3[C:16]([CH3:28])=[C:17]([CH3:27])[C:18]4[O:22][C:21]([CH3:23])([CH3:24])[CH2:20][C:19]=4[C:25]=3[CH3:26])[CH2:11][CH2:10]2)=[CH:7][CH:8]=1)=[O:37]. The yield is 0.460. (2) The reactants are C([O:4][CH2:5][CH:6]1[O:10][C:9](=[O:11])[N:8]([C:12]2[CH:17]=[CH:16][C:15]([Br:18])=[CH:14][N:13]=2)[CH2:7]1)(=O)C.C(=O)([O-])[O-].[K+].[K+]. The catalyst is CO.O. The product is [Br:18][C:15]1[CH:16]=[CH:17][C:12]([N:8]2[CH2:7][CH:6]([CH2:5][OH:4])[O:10][C:9]2=[O:11])=[N:13][CH:14]=1. The yield is 0.700. (3) The reactants are [Cl:1][C:2]1[C:7]([Cl:8])=[CH:6][C:5]([CH2:9]O)=[CH:4][N:3]=1.N1C=CC=CC=1.P(Cl)(Cl)([Cl:19])=O.Cl. The catalyst is ClCCl. The product is [Cl:1][C:2]1[C:7]([Cl:8])=[CH:6][C:5]([CH2:9][Cl:19])=[CH:4][N:3]=1. The yield is 0.774. (4) The reactants are [CH3:1][O:2][C:3]([C:5]1([CH3:19])[C:10](=[O:11])[CH2:9][CH2:8][N:7]([C:12]([O:14][C:15]([CH3:18])([CH3:17])[CH3:16])=[O:13])[CH2:6]1)=[O:4].[Cl:20][C:21]1[CH:26]=[CH:25][C:24]([Mg]Br)=[CH:23][CH:22]=1. The catalyst is O1CCCC1. The product is [CH3:1][O:2][C:3]([C:5]1([CH3:19])[C:10]([C:24]2[CH:25]=[CH:26][C:21]([Cl:20])=[CH:22][CH:23]=2)([OH:11])[CH2:9][CH2:8][N:7]([C:12]([O:14][C:15]([CH3:18])([CH3:17])[CH3:16])=[O:13])[CH2:6]1)=[O:4]. The yield is 0.700. (5) The reactants are [OH:1][CH2:2][C:3]([CH3:40])([CH3:39])[O:4][C:5]1[CH:10]=[CH:9][C:8]([N:11]2[C:16](=[O:17])[C:15]([CH2:18][C:19]3[CH:24]=[CH:23][C:22]([C:25]4[C:26]([C:31]#[N:32])=[CH:27][CH:28]=[CH:29][CH:30]=4)=[CH:21][CH:20]=3)=[C:14]([CH2:33][CH2:34][CH3:35])[N:13]3[N:36]=[CH:37][N:38]=[C:12]23)=[CH:7][CH:6]=1.CC(OI1(OC(C)=O)(OC(C)=O)OC(=O)C2C1=CC=CC=2)=O.C(OCC)(=O)C.S([O-])([O-])(=O)=S.[Na+].[Na+]. The catalyst is C(Cl)Cl.O. The product is [CH3:40][C:3]([CH3:39])([O:4][C:5]1[CH:10]=[CH:9][C:8]([N:11]2[C:16](=[O:17])[C:15]([CH2:18][C:19]3[CH:24]=[CH:23][C:22]([C:25]4[C:26]([C:31]#[N:32])=[CH:27][CH:28]=[CH:29][CH:30]=4)=[CH:21][CH:20]=3)=[C:14]([CH2:33][CH2:34][CH3:35])[N:13]3[N:36]=[CH:37][N:38]=[C:12]23)=[CH:7][CH:6]=1)[CH:2]=[O:1]. The yield is 0.990. (6) The reactants are [Cl:1][C:2]1[CH:3]=[C:4]2[C:9](=[C:10]([Cl:12])[CH:11]=1)[CH2:8][N:7]([CH3:13])[CH2:6][CH:5]2[C:14]1[CH:19]=[CH:18][C:17]([NH:20]C(=O)C)=[CH:16][CH:15]=1. The catalyst is C([O-])C.[Na+]. The product is [Cl:1][C:2]1[CH:3]=[C:4]2[C:9](=[C:10]([Cl:12])[CH:11]=1)[CH2:8][N:7]([CH3:13])[CH2:6][CH:5]2[C:14]1[CH:19]=[CH:18][C:17]([NH2:20])=[CH:16][CH:15]=1. The yield is 1.00.